This data is from Experimentally validated miRNA-target interactions with 360,000+ pairs, plus equal number of negative samples. The task is: Binary Classification. Given a miRNA mature sequence and a target amino acid sequence, predict their likelihood of interaction. (1) The miRNA is hsa-miR-3675-3p with sequence CAUCUCUAAGGAACUCCCCCAA. The protein sequence of the target gene is MAPAQRPLLPLLLLLLPLRARNEDPARANADRYAVYWNRSNPRFQVSAVGDGGGYTVEVSINDYLDIYCPHYGAPLPPAERMERYILYMVNGEGHASCDHRQRGFKRWECNRPAAPGGPLKFSEKFQLFTPFSLGFEFRPGHEYYYISATPPNLVDRPCLRLKVYVRPTNETLYEAPEPIFTSNSSCSGLGGCHLFLTTVPVLWSLLGS. Result: 0 (no interaction). (2) The miRNA is hsa-miR-518c-3p with sequence CAAAGCGCUUCUCUUUAGAGUGU. The protein sequence of the target gene is MAEMDPVAEFPQPPGAARWAEVMARFAARLGAQGRRVVLVTSGGTKVPLEARPVRFLDNFSSGRRGATSAEAFLAAGYGVLFLYRARSAFPYAHRFPPQTWLSALRPSGPALSGLLSLEAEENALPGFAEALRSYQEAAAAGTFLAVEFTTLADYLHLLQAAAQALNPLGPSAMFYLAAAVSDFYVPVSEMPEHKIQSSGGPLQITMKMVPKLLSPLVKDWAPKAFIISFKLETDPAIVINRARKALEIYQHQVVVANILESRQSFVFIVTKDSETKLLLSEEEIEKGVEIEEKIVDNLQ.... Result: 0 (no interaction). (3) The miRNA is hsa-miR-17-3p with sequence ACUGCAGUGAAGGCACUUGUAG. The protein sequence of the target gene is MGETKIIYHLDGQETPYLVKLPLPAERVTLADFKGVLQRPSYKFFFKSMDDDFGVVKEEISDDNAKLPCFNGRVVSWLVSAEGSHPDPAPFCADNPSELPPPMERTGGIGDSRPPSFHPHAGGGSQENLDNDTETDSLVSAQRERPRRRDGPEHATRLNGTAKGERRREPGGYDSSSTLMSSELETTSFFDSDEDDSTSRFSSSTEQSSASRLMRRHKRRRRKQKVSRIERSSSFSSITDSTMSLNIITVTLNMEKYNFLGISIVGQSNERGDGGIYIGSIMKGGAVAADGRIEPGDMLL.... Result: 1 (interaction).